This data is from Reaction yield outcomes from USPTO patents with 853,638 reactions. The task is: Predict the reaction yield, written as a fraction of the theoretical maximum amount of product (1.0 means a 100% yield; for example, 0.34 means a 34% yield). (1) The reactants are C(O[C:6]([NH:8][C@@H:9]([CH2:14][C:15]1[CH:20]=[CH:19][C:18]([Cl:21])=[CH:17][CH:16]=1)[C:10]([O:12][CH3:13])=[O:11])=[O:7])(C)(C)C.C(O)(C(F)(F)F)=O.C(N(CC)C(C)C)(C)C.[CH2:38]([O:45][C:46]([NH:48][C@@H:49](C)[C:50](O)=O)=[O:47])[C:39]1[CH:44]=[CH:43][CH:42]=[CH:41][CH:40]=1.CN(C(ON1N=NC2C=CC=NC1=2)=[N+](C)C)C.F[P-](F)(F)(F)(F)F. The catalyst is ClCCl. The product is [CH3:13][O:12][C:10](=[O:11])[C@@H:9]([NH:8][C:6](=[O:7])[C@@H:49]([NH:48][C:46]([O:45][CH2:38][C:39]1[CH:44]=[CH:43][CH:42]=[CH:41][CH:40]=1)=[O:47])[CH3:50])[CH2:14][C:15]1[CH:16]=[CH:17][C:18]([Cl:21])=[CH:19][CH:20]=1. The yield is 0.510. (2) The reactants are [Cl:1][C:2]1[CH:40]=[CH:39][C:5]([O:6][C:7]2[N:15]([CH2:16][C:17]3[CH:22]=[CH:21][C:20]([Cl:23])=[CH:19][CH:18]=3)[C:14]3[C:13](=[O:24])[N:12]([CH2:25][CH2:26][O:27][CH2:28][CH2:29][O:30]C4CCCCO4)[C:11](=[O:37])[N:10]([CH3:38])[C:9]=3[N:8]=2)=[CH:4][C:3]=1[C:41]([F:44])([F:43])[F:42].C(Cl)(=O)C. The catalyst is C(O)C. The product is [Cl:1][C:2]1[CH:40]=[CH:39][C:5]([O:6][C:7]2[N:15]([CH2:16][C:17]3[CH:18]=[CH:19][C:20]([Cl:23])=[CH:21][CH:22]=3)[C:14]3[C:13](=[O:24])[N:12]([CH2:25][CH2:26][O:27][CH2:28][CH2:29][OH:30])[C:11](=[O:37])[N:10]([CH3:38])[C:9]=3[N:8]=2)=[CH:4][C:3]=1[C:41]([F:42])([F:43])[F:44]. The yield is 0.431. (3) The reactants are Br[C:2]1[CH:9]=[CH:8][C:7]([CH2:10][O:11][CH3:12])=[CH:6][C:3]=1[C:4]#[N:5].[Li]CCCC.[C:18]1(=[O:22])[CH2:21][CH2:20][CH2:19]1. The catalyst is C1COCC1. The product is [OH:22][C:18]1([C:2]2[CH:9]=[CH:8][C:7]([CH2:10][O:11][CH3:12])=[CH:6][C:3]=2[C:4]#[N:5])[CH2:21][CH2:20][CH2:19]1. The yield is 0.500. (4) The reactants are C(OP([CH2:9][C:10]1[N:11]=[CH:12][C:13]([NH:16][C:17](=[O:23])[O:18][C:19]([CH3:22])([CH3:21])[CH3:20])=[N:14][CH:15]=1)(OCC)=O)C.[H-].[Na+].[CH:26]([C:28]1[CH:29]=[C:30]([NH:35][C:36](=[O:55])[C:37]2[CH:42]=[CH:41][C:40]([CH2:43][N:44]3[CH2:49][CH2:48][N:47]([CH3:50])[CH2:46][CH2:45]3)=[C:39]([C:51]([F:54])([F:53])[F:52])[CH:38]=2)[CH:31]=[CH:32][C:33]=1[CH3:34])=O. The catalyst is CN(C=O)C. The product is [CH3:34][C:33]1[CH:32]=[CH:31][C:30]([NH:35][C:36](=[O:55])[C:37]2[CH:42]=[CH:41][C:40]([CH2:43][N:44]3[CH2:49][CH2:48][N:47]([CH3:50])[CH2:46][CH2:45]3)=[C:39]([C:51]([F:53])([F:54])[F:52])[CH:38]=2)=[CH:29][C:28]=1/[CH:26]=[CH:9]/[C:10]1[N:11]=[CH:12][C:13]([NH:16][C:17](=[O:23])[O:18][C:19]([CH3:20])([CH3:21])[CH3:22])=[N:14][CH:15]=1. The yield is 0.640.